Dataset: Peptide-MHC class I binding affinity with 185,985 pairs from IEDB/IMGT. Task: Regression. Given a peptide amino acid sequence and an MHC pseudo amino acid sequence, predict their binding affinity value. This is MHC class I binding data. (1) The peptide sequence is THPSSSAGL. The MHC is Mamu-A01 with pseudo-sequence Mamu-A01. The binding affinity (normalized) is 0.482. (2) The peptide sequence is IHDFVDKTL. The MHC is HLA-A31:01 with pseudo-sequence HLA-A31:01. The binding affinity (normalized) is 0.0847. (3) The peptide sequence is VPRPRFSAL. The MHC is HLA-B45:06 with pseudo-sequence HLA-B45:06. The binding affinity (normalized) is 0.0847. (4) The peptide sequence is NPDIVIYQY. The MHC is HLA-A11:01 with pseudo-sequence HLA-A11:01. The binding affinity (normalized) is 0.0577. (5) The peptide sequence is GLTADARLL. The MHC is HLA-A02:06 with pseudo-sequence HLA-A02:06. The binding affinity (normalized) is 0.0576. (6) The peptide sequence is LMQCWQLLA. The MHC is HLA-B51:01 with pseudo-sequence HLA-B51:01. The binding affinity (normalized) is 0.0847. (7) The peptide sequence is HISRQRLTKY. The MHC is HLA-A24:02 with pseudo-sequence HLA-A24:02. The binding affinity (normalized) is 0. (8) The peptide sequence is DLLNVTYNI. The MHC is HLA-A68:02 with pseudo-sequence HLA-A68:02. The binding affinity (normalized) is 0.505. (9) The peptide sequence is YLAEGHACL. The MHC is HLA-A02:01 with pseudo-sequence HLA-A02:01. The binding affinity (normalized) is 0.593. (10) The peptide sequence is ALYSPPLISI. The MHC is HLA-A68:02 with pseudo-sequence HLA-A68:02. The binding affinity (normalized) is 0.466.